Dataset: Forward reaction prediction with 1.9M reactions from USPTO patents (1976-2016). Task: Predict the product of the given reaction. (1) Given the reactants [Br:1][C:2]1[CH:7]=[C:6]([Cl:8])[CH:5]=[CH:4][C:3]=1[S:9][CH2:10][CH:11](OCC)OCC, predict the reaction product. The product is: [Br:1][C:2]1[C:3]2[S:9][CH:10]=[CH:11][C:4]=2[CH:5]=[C:6]([Cl:8])[CH:7]=1. (2) Given the reactants [N:1]1[CH:6]=[CH:5][CH:4]=[CH:3][C:2]=1[N:7]1[CH2:10][CH:9]([NH:11]C(=O)OC(C)(C)C)[CH2:8]1.ClC1C(N2CC(N)C2)=NC=C(C(F)(F)F)C=1, predict the reaction product. The product is: [N:1]1[CH:6]=[CH:5][CH:4]=[CH:3][C:2]=1[N:7]1[CH2:8][CH:9]([NH2:11])[CH2:10]1. (3) Given the reactants [CH3:1][N:2]1[CH:6]2[CH2:7][C:8]([CH2:10][CH:3]1[CH2:4][CH2:5]2)=[O:9].ClC(O[CH2:15][CH2:16]Cl)=O.O, predict the reaction product. The product is: [CH2:1]([N:2]1[CH:6]2[CH2:5][CH2:4][CH:3]1[CH2:10][C:8](=[O:9])[CH2:7]2)[C:16]1[CH:15]=[CH:5][CH:4]=[CH:3][CH:10]=1. (4) The product is: [Cl:1][C:2]1[CH:3]=[C:4]([CH:17]=[CH:18][C:19]=1[Cl:20])[O:5][CH2:6][C:7]1[CH:16]=[CH:15][C:10]2[C:11]([NH:14][S:29]([CH3:28])(=[O:31])=[O:30])=[N:12][O:13][C:9]=2[CH:8]=1. Given the reactants [Cl:1][C:2]1[CH:3]=[C:4]([CH:17]=[CH:18][C:19]=1[Cl:20])[O:5][CH2:6][C:7]1[CH:16]=[CH:15][C:10]2[C:11]([NH2:14])=[N:12][O:13][C:9]=2[CH:8]=1.C(N(CC)CC)C.[CH3:28][S:29](Cl)(=[O:31])=[O:30], predict the reaction product. (5) Given the reactants [OH:1][CH2:2][CH:3]1[CH2:8][CH2:7][N:6]([C:9]([O:11][C:12]([CH3:15])([CH3:14])[CH3:13])=[O:10])[CH2:5][CH2:4]1.[C:16](O)(C(F)(F)F)=[O:17].[CH3:23][CH2:24][N:25]([CH2:28][CH2:29][NH:30][C:31]([C:33]1[C:34]([CH3:51])=[C:35](/[CH:39]=[C:40]2/[C:41]3[CH:42]=[C:43]([F:50])[CH:44]=[CH:45][C:46]=3[NH:47][C:48]/2=[O:49])[NH:36][C:37]=1[CH3:38])=[O:32])[CH2:26][CH3:27].[2H]C(Cl)(Cl)Cl, predict the reaction product. The product is: [CH2:24]([N:25]([CH2:26][CH3:27])[CH2:28][CH2:29][N:30]([C:31]([C:33]1[C:34]([CH3:51])=[C:35](/[CH:39]=[C:40]2\[C:48](=[O:49])[NH:47][C:46]3[C:41]\2=[CH:42][C:43]([F:50])=[CH:44][CH:45]=3)[NH:36][C:37]=1[CH3:38])=[O:32])[C:16]([O:1][CH2:2][CH:3]1[CH2:8][CH2:7][N:6]([C:9]([O:11][C:12]([CH3:15])([CH3:14])[CH3:13])=[O:10])[CH2:5][CH2:4]1)=[O:17])[CH3:23]. (6) Given the reactants [Br:1][C:2]1[C:3]([CH3:9])=[C:4]([CH:6]=[CH:7][CH:8]=1)[NH2:5].Cl.[N:11]1[CH:16]=[CH:15][CH:14]=[CH:13][C:12]=1[CH2:17][C:18](O)=[O:19].C1C=CC2N(O)N=NC=2C=1.CCN(C(C)C)C(C)C, predict the reaction product. The product is: [Br:1][C:2]1[C:3]([CH3:9])=[C:4]([NH:5][C:18](=[O:19])[CH2:17][C:12]2[CH:13]=[CH:14][CH:15]=[CH:16][N:11]=2)[CH:6]=[CH:7][CH:8]=1. (7) Given the reactants Cl[C:2]1[N:3]=[C:4]([N:13]2[CH2:18][CH2:17][O:16][CH2:15][CH2:14]2)[C:5]2[S:10][C:9]([CH2:11][NH2:12])=[CH:8][C:6]=2[N:7]=1.N1C(C)=CC=CC=1C.[CH:27]1([NH:30][C:31](=[O:34])[CH2:32]Cl)[CH2:29][CH2:28]1.CC1(C)C(C)(C)OB([C:43]2[CH:51]=[CH:50][CH:49]=[C:48]3[C:44]=2[CH:45]=[N:46][NH:47]3)O1, predict the reaction product. The product is: [NH:47]1[C:48]2[C:44](=[C:43]([C:2]3[N:3]=[C:4]([N:13]4[CH2:18][CH2:17][O:16][CH2:15][CH2:14]4)[C:5]4[S:10][C:9]([CH2:11][NH:12][CH2:32][C:31]([NH:30][CH:27]5[CH2:29][CH2:28]5)=[O:34])=[CH:8][C:6]=4[N:7]=3)[CH:51]=[CH:50][CH:49]=2)[CH:45]=[N:46]1. (8) Given the reactants [F:1][C:2]1[C:3]([N:9]=[CH:10][N:11]([CH3:13])[CH3:12])=[N:4][C:5]([OH:8])=[N:6][CH:7]=1.[C:14]1([S:20](Cl)(=[O:22])=[O:21])[CH:19]=[CH:18][CH:17]=[CH:16][CH:15]=1, predict the reaction product. The product is: [CH3:12][N:11]([CH:10]=[N:9][C:3]1[C:2]([F:1])=[CH:7][N:6]=[C:5]([O:8][S:20]([C:14]2[CH:19]=[CH:18][CH:17]=[CH:16][CH:15]=2)(=[O:22])=[O:21])[N:4]=1)[CH3:13]. (9) Given the reactants Br[C:2]1[C:3]([CH:15]=[O:16])=[N:4][N:5]([CH2:7][O:8][CH2:9][CH2:10][Si:11]([CH3:14])([CH3:13])[CH3:12])[CH:6]=1.CC1(C)C(C)(C)OB([CH:25]=[CH:26][C:27]2[CH:28]=[N:29][CH:30]=[CH:31][CH:32]=2)O1.C(=O)([O-])[O-].[Na+].[Na+], predict the reaction product. The product is: [N:29]1[CH:30]=[CH:31][CH:32]=[C:27]([CH:26]=[CH:25][C:2]2[C:3]([CH:15]=[O:16])=[N:4][N:5]([CH2:7][O:8][CH2:9][CH2:10][Si:11]([CH3:14])([CH3:13])[CH3:12])[CH:6]=2)[CH:28]=1.